From a dataset of Catalyst prediction with 721,799 reactions and 888 catalyst types from USPTO. Predict which catalyst facilitates the given reaction. (1) Reactant: [C:1]([O:5][C:6](=[O:43])[N:7]([C:19]1[CH:20]=[CH:21][C:22]2[N:27]([C:28]3[CH:33]=[CH:32][CH:31]=[C:30](Cl)[CH:29]=3)[C:26](=[O:35])[C:25]([CH3:41])([CH2:36][CH:37]=[C:38]([CH3:40])[CH3:39])[O:24][C:23]=2[N:42]=1)[CH2:8][C:9]1[CH:14]=[CH:13][C:12]([O:15][CH3:16])=[CH:11][C:10]=1[O:17][CH3:18])([CH3:4])([CH3:3])[CH3:2]. Product: [C:1]([O:5][C:6](=[O:43])[N:7]([CH2:8][C:9]1[CH:14]=[CH:13][C:12]([O:15][CH3:16])=[CH:11][C:10]=1[O:17][CH3:18])[C:19]1[CH:20]=[CH:21][C:22]2[N:27]([C:28]3[CH:29]=[CH:30][CH:31]=[CH:32][CH:33]=3)[C:26](=[O:35])[C:25]([CH3:41])([CH2:36][CH2:37][CH:38]([CH3:39])[CH3:40])[O:24][C:23]=2[N:42]=1)([CH3:2])([CH3:3])[CH3:4]. The catalyst class is: 19. (2) Reactant: [OH:1][C:2]1[C:3]([C:26]([NH:28][CH2:29][C:30]([O:32]CC)=[O:31])=[O:27])=[C:4]2[C:9](=[CH:10][CH:11]=1)[N:8]=[C:7]([NH:12][CH2:13][C:14]1[CH:19]=[CH:18][CH:17]=[CH:16][CH:15]=1)[C:6]([C:20]1[CH:25]=[CH:24][CH:23]=[CH:22][CH:21]=1)=[N:5]2.[OH-].[Na+]. Product: [OH:1][C:2]1[C:3]([C:26]([NH:28][CH2:29][C:30]([OH:32])=[O:31])=[O:27])=[C:4]2[C:9](=[CH:10][CH:11]=1)[N:8]=[C:7]([NH:12][CH2:13][C:14]1[CH:15]=[CH:16][CH:17]=[CH:18][CH:19]=1)[C:6]([C:20]1[CH:25]=[CH:24][CH:23]=[CH:22][CH:21]=1)=[N:5]2. The catalyst class is: 8.